This data is from Forward reaction prediction with 1.9M reactions from USPTO patents (1976-2016). The task is: Predict the product of the given reaction. (1) Given the reactants [Mg].Br[C:3]1[C:12]2[C:7](=[CH:8][CH:9]=[CH:10][CH:11]=2)[CH:6]=[CH:5][C:4]=1[CH3:13].[B:14](OC)([O:17]C)[O:15]C.[OH-].[Na+].Cl, predict the reaction product. The product is: [CH3:13][C:4]1[CH:5]=[CH:6][C:7]2[C:12](=[CH:11][CH:10]=[CH:9][CH:8]=2)[C:3]=1[B:14]([OH:17])[OH:15]. (2) Given the reactants Br[CH:2]([C:4]1[CH:9]=[CH:8][C:7]([C:10](=[O:12])[CH3:11])=[CH:6][CH:5]=1)[CH3:3].[Cl:13][C:14]1[CH:15]=[C:16]2[C:21](=[CH:22][CH:23]=1)[O:20][C:19](=[O:24])[CH:18]=[C:17]2[NH:25][CH:26]1[CH2:31][CH2:30][NH:29][CH2:28][CH2:27]1.C([O-])([O-])=O.[Cs+].[Cs+], predict the reaction product. The product is: [C:10]([C:7]1[CH:8]=[CH:9][C:4]([CH:2]([N:29]2[CH2:30][CH2:31][CH:26]([NH:25][C:17]3[C:16]4[C:21](=[CH:22][CH:23]=[C:14]([Cl:13])[CH:15]=4)[O:20][C:19](=[O:24])[CH:18]=3)[CH2:27][CH2:28]2)[CH3:3])=[CH:5][CH:6]=1)(=[O:12])[CH3:11]. (3) The product is: [CH:18]1([NH:23][C:2]2[N:7]=[C:6]([NH:8][C:9]3[CH:10]=[N:11][C:12]([O:15][CH3:16])=[CH:13][CH:14]=3)[C:5]([I:17])=[CH:4][N:3]=2)[CH2:22][CH2:21][CH2:20][CH2:19]1. Given the reactants Cl[C:2]1[N:7]=[C:6]([NH:8][C:9]2[CH:10]=[N:11][C:12]([O:15][CH3:16])=[CH:13][CH:14]=2)[C:5]([I:17])=[CH:4][N:3]=1.[CH:18]1([NH2:23])[CH2:22][CH2:21][CH2:20][CH2:19]1, predict the reaction product.